This data is from Forward reaction prediction with 1.9M reactions from USPTO patents (1976-2016). The task is: Predict the product of the given reaction. Given the reactants C(NC(C)C)(C)C.C([Li])CCC.CCCCCC.[N:19]1[C:29]2[C:24](=[CH:25][CH:26]=[CH:27][CH:28]=2)[C:22]([CH3:23])=[CH:21][CH:20]=1.[N:30]1[CH:35]=[CH:34][CH:33]=[CH:32][C:31]=1[C:36](OCC)=[O:37], predict the reaction product. The product is: [N:30]1[CH:35]=[CH:34][CH:33]=[CH:32][C:31]=1[C:36](=[O:37])[CH2:23][C:22]1[C:24]2[C:29](=[CH:28][CH:27]=[CH:26][CH:25]=2)[N:19]=[CH:20][CH:21]=1.